This data is from Experimentally validated miRNA-target interactions with 360,000+ pairs, plus equal number of negative samples. The task is: Binary Classification. Given a miRNA mature sequence and a target amino acid sequence, predict their likelihood of interaction. The miRNA is mmu-miR-466q with sequence GUGCACACACACACAUACGU. The protein sequence of the target gene is MCSRGDANTADAAAARRVTGLRYNMRLLIALALPCLFSLAEANSKAITTSLTTKWFSAPLLLEASEFLAEDSQEKFWSFVEATQNIGSSDHHDTDHSYYDAVLEAAFRFLSPLQQNLLKFCLSLRSYSASIQAFQQIAVDEPPPEGCKSFLSVHGKQTCDLDTLESLLLTAADRPKPLLFKGDHRYPSSNPESPVVILYSEIGHEEFSNIHHQLISKSNEGKINYVFRHYISNPSKEPVYLSGYGVELAIKSTEYKAKDDTQVKGTEVNATVIGESDPIDEVQGFLFGKLRELYPALEGQ.... Result: 1 (interaction).